Dataset: Forward reaction prediction with 1.9M reactions from USPTO patents (1976-2016). Task: Predict the product of the given reaction. (1) Given the reactants [CH2:1]([O:5][C:6]([NH:8][CH:9]([CH2:13][C:14]1[CH:19]=[CH:18][CH:17]=[CH:16][CH:15]=1)[C:10](O)=[O:11])=[O:7])[CH:2]([CH3:4])[CH3:3].[Cl:20]CCl.S(Cl)(Cl)=O, predict the reaction product. The product is: [CH2:1]([O:5][C:6](=[O:7])[NH:8][CH:9]([C:10]([Cl:20])=[O:11])[CH2:13][C:14]1[CH:19]=[CH:18][CH:17]=[CH:16][CH:15]=1)[CH:2]([CH3:4])[CH3:3]. (2) Given the reactants [Si:1]([O:18][CH2:19][C:20]1[C:25]([N:26]2[CH2:31][C@H:30]([CH3:32])[O:29][C@H:28]([CH3:33])[CH2:27]2)=[C:24]([Cl:34])[C:23]([F:35])=[CH:22][CH:21]=1)([C:14]([CH3:17])([CH3:16])[CH3:15])([C:8]1[CH:13]=[CH:12][CH:11]=[CH:10][CH:9]=1)[C:2]1[CH:7]=[CH:6][CH:5]=[CH:4][CH:3]=1.C([Li])(CC)C.[N:41]1[CH:46]=[CH:45][CH:44]=[CH:43][C:42]=1[CH:47]=[O:48], predict the reaction product. The product is: [Si:1]([O:18][CH2:19][C:20]1[C:25]([N:26]2[CH2:31][C@H:30]([CH3:32])[O:29][C@H:28]([CH3:33])[CH2:27]2)=[C:24]([Cl:34])[C:23]([F:35])=[C:22]([CH:47]([C:42]2[CH:43]=[CH:44][CH:45]=[CH:46][N:41]=2)[OH:48])[CH:21]=1)([C:14]([CH3:16])([CH3:17])[CH3:15])([C:2]1[CH:7]=[CH:6][CH:5]=[CH:4][CH:3]=1)[C:8]1[CH:13]=[CH:12][CH:11]=[CH:10][CH:9]=1. (3) Given the reactants [Cl:1][C:2]1[C:6]([C:7]2(Cl)[CH:12]3[CH2:13][CH2:14][N:9]([CH2:10][CH2:11]3)[CH2:8]2)=[N:5][S:4][N:3]=1.C(OCC)(=O)C.C(Cl)Cl.C(=O)([O-])[O-].[K+].[K+], predict the reaction product. The product is: [Cl:1][C:2]1[C:6]([CH:7]2[CH:12]3[CH2:13][CH2:14][N:9]([CH2:10][CH2:11]3)[CH2:8]2)=[N:5][S:4][N:3]=1.